From a dataset of Forward reaction prediction with 1.9M reactions from USPTO patents (1976-2016). Predict the product of the given reaction. (1) Given the reactants [OH:1]OS([O-])=O.[K+].[Br:7][C:8]1[CH:13]=[C:12]([CH3:14])[C:11]([C:15]2[CH:16]=[C:17]([C:27]([NH2:29])=[O:28])[N:18]3[C:23]([S:24][CH3:25])=[CH:22][C:21]([CH3:26])=[N:20][C:19]=23)=[C:10]([CH3:30])[CH:9]=1, predict the reaction product. The product is: [Br:7][C:8]1[CH:13]=[C:12]([CH3:14])[C:11]([C:15]2[CH:16]=[C:17]([C:27]([NH2:29])=[O:28])[N:18]3[C:23]([S:24]([CH3:25])=[O:1])=[CH:22][C:21]([CH3:26])=[N:20][C:19]=23)=[C:10]([CH3:30])[CH:9]=1. (2) Given the reactants [CH3:1][C:2]1([C:7]2[O:11][C:10]([CH2:12][N:13]3[CH:17]=[C:16]([NH2:18])[CH:15]=[N:14]3)=[CH:9][CH:8]=2)[O:6]CCO1.[C:19]1([C:33]2[CH:38]=[CH:37][CH:36]=[CH:35][CH:34]=2)[CH:24]=[CH:23][CH:22]=[C:21]([C:25]2[O:29][CH:28]=[N:27][C:26]=2[C:30](O)=[O:31])[CH:20]=1, predict the reaction product. The product is: [C:2]([C:7]1[O:11][C:10]([CH2:12][N:13]2[CH:17]=[C:16]([NH:18][C:30]([C:26]3[N:27]=[CH:28][O:29][C:25]=3[C:21]3[CH:20]=[C:19]([C:33]4[CH:38]=[CH:37][CH:36]=[CH:35][CH:34]=4)[CH:24]=[CH:23][CH:22]=3)=[O:31])[CH:15]=[N:14]2)=[CH:9][CH:8]=1)(=[O:6])[CH3:1].